From a dataset of Catalyst prediction with 721,799 reactions and 888 catalyst types from USPTO. Predict which catalyst facilitates the given reaction. (1) Reactant: [Cl:1][C:2]1[CH:7]=[C:6]([N:8]2[C:13](=[O:14])[NH:12][C:11](=[O:15])[CH:10]=[N:9]2)[CH:5]=[C:4]([Cl:16])[C:3]=1[C:17]([C:20]1SC(CC(O)=O)=C(C2C=CC=CC=2)[N:24]=1)([CH3:19])[CH3:18].C(N1C=CN=C1)(N1C=CN=C1)=O.C1(CO)CCCCC1. Product: [Cl:1][C:2]1[CH:7]=[C:6]([N:8]2[C:13](=[O:14])[NH:12][C:11](=[O:15])[CH:10]=[N:9]2)[CH:5]=[C:4]([Cl:16])[C:3]=1[C:17]([CH3:19])([CH3:18])[C:20]#[N:24]. The catalyst class is: 4. (2) Reactant: [CH3:1][C:2]1[CH:8]=[CH:7][C:6]([O:9][CH3:10])=[CH:5][C:3]=1N.N([O-])=[O:12].[Na+]. Product: [CH3:1][C:2]1[CH:8]=[CH:7][C:6]([O:9][CH3:10])=[CH:5][C:3]=1[OH:12]. The catalyst class is: 82. (3) Reactant: [CH:1]1[C:6]([OH:7])=[CH:5][CH:4]=[C:3]([CH3:8])[CH:2]=1.[C:9](=O)([O-])[O-].[K+].[K+].CN(C=O)C.IC. Product: [CH3:9][O:7][C:6]1[CH:5]=[CH:4][C:3]([CH3:8])=[CH:2][CH:1]=1. The catalyst class is: 6. (4) Reactant: [C:1]1([C@@H:7]2[O:9][C@H:8]2[C:10]([O-:12])=O)[CH:6]=[CH:5][CH:4]=[CH:3][CH:2]=1.[K+].ClC(OCC(C)C)=O.CN1CCOCC1.[NH2:29][C:30]1[CH:35]=[CH:34][CH:33]=[CH:32][C:31]=1[OH:36]. Product: [OH:36][C:31]1[CH:32]=[CH:33][CH:34]=[CH:35][C:30]=1[NH:29][C:10]([C@H:8]1[C@H:7]([C:1]2[CH:2]=[CH:3][CH:4]=[CH:5][CH:6]=2)[O:9]1)=[O:12]. The catalyst class is: 1. (5) Reactant: [F:1][C:2]1[C:3](=[O:17])[NH:4][C:5](=[O:16])[N:6]([CH:15]=1)[C@@H:7]1[O:14][C@H:11]([CH2:12][OH:13])[C@@H:9]([OH:10])[CH2:8]1.C(Cl)(C1C=CC=CC=1)(C1C=CC(OC)=CC=1)C1C=CC(OC)=CC=1.N1C=CN=C1.[Si:47](Cl)([C:50]([CH3:53])([CH3:52])[CH3:51])([CH3:49])[CH3:48]. Product: [Si:47]([O:10][C@@H:9]1[C@@H:11]([CH2:12][OH:13])[O:14][C@@H:7]([N:6]2[CH:15]=[C:2]([F:1])[C:3](=[O:17])[NH:4][C:5]2=[O:16])[CH2:8]1)([C:50]([CH3:53])([CH3:52])[CH3:51])([CH3:49])[CH3:48]. The catalyst class is: 228.